This data is from CYP2C9 inhibition data for predicting drug metabolism from PubChem BioAssay. The task is: Regression/Classification. Given a drug SMILES string, predict its absorption, distribution, metabolism, or excretion properties. Task type varies by dataset: regression for continuous measurements (e.g., permeability, clearance, half-life) or binary classification for categorical outcomes (e.g., BBB penetration, CYP inhibition). Dataset: cyp2c9_veith. (1) The compound is O=C1NC(=O)C(c2ccccc2[N+](=O)[O-])=C1Nc1ccc(O)c(Cl)c1. The result is 0 (non-inhibitor). (2) The compound is CN1[C@H]2CC[C@@H]1CC(OC1c3ccccc3CCc3ccccc31)C2.O=C(O)CC(O)(CC(=O)O)C(=O)O. The result is 0 (non-inhibitor). (3) The molecule is NC(=O)NCCS[C@H]1CCCC[C@@H]1O. The result is 0 (non-inhibitor). (4) The compound is CN(C)c1ccc(-c2cc(NCc3cccnc3)ncn2)cc1. The result is 0 (non-inhibitor). (5) The molecule is O=C(CN1CCN(S(=O)(=O)c2ccccc2)CC1)NC(=O)NCc1ccccc1. The result is 0 (non-inhibitor). (6) The result is 0 (non-inhibitor). The drug is N=C(N)c1ccc(OCCCCCOc2ccc(C(=N)N)cc2)cc1.O=S(=O)(O)CCO.O=S(=O)(O)CCO.